Dataset: Full USPTO retrosynthesis dataset with 1.9M reactions from patents (1976-2016). Task: Predict the reactants needed to synthesize the given product. (1) Given the product [CH3:22][C@@H:2]1[CH2:3][O:4][C:5]2[C:20](=[CH:19][C:8]3[CH2:9][CH2:10][N:11]([C:14]([O:16][CH2:17][CH3:18])=[O:15])[CH2:12][CH2:13][C:7]=3[CH:6]=2)[NH:1]1, predict the reactants needed to synthesize it. The reactants are: [NH2:1][C@H:2]([CH3:22])[CH2:3][O:4][C:5]1[C:20](Br)=[CH:19][C:8]2[CH2:9][CH2:10][N:11]([C:14]([O:16][CH2:17][CH3:18])=[O:15])[CH2:12][CH2:13][C:7]=2[CH:6]=1.CC(C)([O-])C.[Na+].C1(P(C2C=CC=CC=2)C2C=CC3C(=CC=CC=3)C=2C2C3C(=CC=CC=3)C=CC=2P(C2C=CC=CC=2)C2C=CC=CC=2)C=CC=CC=1. (2) Given the product [Cl:1][C:2]1[CH:7]=[CH:6][CH:5]=[CH:4][C:3]=1[C:8](=[O:18])[C:9](=[O:11])[CH3:10], predict the reactants needed to synthesize it. The reactants are: [Cl:1][C:2]1[CH:7]=[CH:6][CH:5]=[CH:4][C:3]=1[CH2:8][C:9](=[O:11])[CH3:10].C1C=C[NH+]=CC=1.[O-:18][Cr](Cl)(=O)=O. (3) Given the product [CH2:9]([O:8][P:1]([C:24]([C:22]1[S:23][C:19]([CH2:18][C:17]2[CH:16]=[CH:15][C:14]([O:13][CH2:11][CH3:12])=[CH:28][CH:27]=2)=[CH:20][CH:21]=1)=[O:25])(=[O:2])[O:5][CH2:6][CH3:7])[CH3:10], predict the reactants needed to synthesize it. The reactants are: [P:1]([O:8][CH2:9][CH3:10])([O:5][CH2:6][CH3:7])[O:2]CC.[CH2:11]([O:13][C:14]1[CH:28]=[CH:27][C:17]([CH2:18][C:19]2[S:23][C:22]([C:24](Cl)=[O:25])=[CH:21][CH:20]=2)=[CH:16][CH:15]=1)[CH3:12]. (4) Given the product [CH2:26]([N:28]1[C:4](=[O:3])[C:6]2[CH:7]=[N:8][C:9]3[C:10]([O:24][CH3:25])=[CH:11][CH:12]=[CH:13][C:14]=3[C:15]=2[N:16]([CH2:17][CH:18]2[CH2:19][CH2:20][O:21][CH2:22][CH2:23]2)[C:29]1=[O:30])[CH3:27], predict the reactants needed to synthesize it. The reactants are: C([O:3][C:4]([C:6]1[CH:7]=[N:8][C:9]2[C:14]([C:15]=1[NH:16][CH2:17][CH:18]1[CH2:23][CH2:22][O:21][CH2:20][CH2:19]1)=[CH:13][CH:12]=[CH:11][C:10]=2[O:24][CH3:25])=O)C.[CH2:26]([N:28]=[C:29]=[O:30])[CH3:27].